From a dataset of TCR-epitope binding with 47,182 pairs between 192 epitopes and 23,139 TCRs. Binary Classification. Given a T-cell receptor sequence (or CDR3 region) and an epitope sequence, predict whether binding occurs between them. The epitope is RAKFKQLL. The TCR CDR3 sequence is CASRPGGHEGEKLFF. Result: 1 (the TCR binds to the epitope).